Task: Regression. Given a peptide amino acid sequence and an MHC pseudo amino acid sequence, predict their binding affinity value. This is MHC class I binding data.. Dataset: Peptide-MHC class I binding affinity with 185,985 pairs from IEDB/IMGT (1) The peptide sequence is LAAPCRNAL. The MHC is HLA-A02:01 with pseudo-sequence HLA-A02:01. The binding affinity (normalized) is 0.0847. (2) The peptide sequence is GIKNLKSLL. The MHC is HLA-A68:02 with pseudo-sequence HLA-A68:02. The binding affinity (normalized) is 0. (3) The peptide sequence is DEISLLLAS. The MHC is HLA-B39:01 with pseudo-sequence HLA-B39:01. The binding affinity (normalized) is 0.0847.